This data is from NCI-60 drug combinations with 297,098 pairs across 59 cell lines. The task is: Regression. Given two drug SMILES strings and cell line genomic features, predict the synergy score measuring deviation from expected non-interaction effect. (1) Drug 1: CCC1(CC2CC(C3=C(CCN(C2)C1)C4=CC=CC=C4N3)(C5=C(C=C6C(=C5)C78CCN9C7C(C=CC9)(C(C(C8N6C=O)(C(=O)OC)O)OC(=O)C)CC)OC)C(=O)OC)O.OS(=O)(=O)O. Drug 2: C(=O)(N)NO. Cell line: NCI-H322M. Synergy scores: CSS=-2.26, Synergy_ZIP=-0.675, Synergy_Bliss=-4.10, Synergy_Loewe=-6.59, Synergy_HSA=-5.27. (2) Drug 1: CN1CCC(CC1)COC2=C(C=C3C(=C2)N=CN=C3NC4=C(C=C(C=C4)Br)F)OC. Drug 2: CCC1(CC2CC(C3=C(CCN(C2)C1)C4=CC=CC=C4N3)(C5=C(C=C6C(=C5)C78CCN9C7C(C=CC9)(C(C(C8N6C)(C(=O)OC)O)OC(=O)C)CC)OC)C(=O)OC)O.OS(=O)(=O)O. Cell line: CCRF-CEM. Synergy scores: CSS=39.7, Synergy_ZIP=0.326, Synergy_Bliss=2.95, Synergy_Loewe=-25.3, Synergy_HSA=2.18. (3) Drug 1: C1=NC2=C(N=C(N=C2N1C3C(C(C(O3)CO)O)F)Cl)N. Drug 2: CN(CCCl)CCCl.Cl. Cell line: BT-549. Synergy scores: CSS=34.8, Synergy_ZIP=-1.47, Synergy_Bliss=-2.54, Synergy_Loewe=2.07, Synergy_HSA=3.70. (4) Drug 1: CC1=C2C(C(=O)C3(C(CC4C(C3C(C(C2(C)C)(CC1OC(=O)C(C(C5=CC=CC=C5)NC(=O)OC(C)(C)C)O)O)OC(=O)C6=CC=CC=C6)(CO4)OC(=O)C)OC)C)OC. Drug 2: CN(C)N=NC1=C(NC=N1)C(=O)N. Cell line: RPMI-8226. Synergy scores: CSS=61.3, Synergy_ZIP=2.03, Synergy_Bliss=1.63, Synergy_Loewe=-20.5, Synergy_HSA=2.29.